Task: Predict the reactants needed to synthesize the given product.. Dataset: Full USPTO retrosynthesis dataset with 1.9M reactions from patents (1976-2016) (1) Given the product [CH3:19][O:12][C:11]([C:9]1[CH:8]=[CH:7][C:5]2[N:6]=[C:2]([CH3:1])[NH:3][C:4]=2[CH:10]=1)=[O:13], predict the reactants needed to synthesize it. The reactants are: [CH3:1][C:2]1[NH:3][C:4]2[CH:10]=[C:9]([C:11]([OH:13])=[O:12])[CH:8]=[CH:7][C:5]=2[N:6]=1.OS(O)(=O)=O.[CH3:19]O. (2) Given the product [NH:40]([C:38]1[CH:39]=[CH:15][C:16]([C:17]([N:19]([C:21](=[O:35])[CH2:22][CH2:23][CH2:24][CH2:25][C@H:26]2[C@@H:34]3[C@@H:29]([NH:30][C:31]([NH:33]3)=[O:32])[CH2:28][S:27]2)[NH2:20])=[O:18])=[CH:36][CH:37]=1)[NH2:41], predict the reactants needed to synthesize it. The reactants are: FC(F)(F)C(O)=O.C([C:15]1[CH:39]=[C:38]([NH:40][NH2:41])[CH:37]=[CH:36][C:16]=1[C:17]([N:19]([C:21](=[O:35])[CH2:22][CH2:23][CH2:24][CH2:25][C@H:26]1[C@@H:34]2[C@@H:29]([NH:30][C:31]([NH:33]2)=[O:32])[CH2:28][S:27]1)[NH2:20])=[O:18])(OC(C)(C)C)=O. (3) Given the product [CH3:17][C:18]1[CH:23]=[CH:22][C:21]([S:24]([NH:2][CH:3]2[CH2:9][CH2:8][CH2:7][CH2:6][NH:5][C:4]2=[O:10])(=[O:26])=[O:25])=[CH:20][CH:19]=1, predict the reactants needed to synthesize it. The reactants are: Cl.[NH2:2][CH:3]1[CH2:9][CH2:8][CH2:7][CH2:6][NH:5][C:4]1=[O:10].C([O-])([O-])=O.[K+].[K+].[CH3:17][C:18]1[CH:23]=[CH:22][C:21]([S:24](Cl)(=[O:26])=[O:25])=[CH:20][CH:19]=1. (4) Given the product [CH2:23]([S:20]([N:17]1[CH2:18][CH2:19][CH:14]([C:5]2[C:4]3[C:8](=[C:9]([C:11]([NH2:13])=[O:12])[CH:10]=[C:2]([C:31]4[CH:30]=[CH:29][CH:28]=[C:27]([CH:25]=[O:26])[CH:32]=4)[CH:3]=3)[NH:7][CH:6]=2)[CH2:15][CH2:16]1)(=[O:22])=[O:21])[CH3:24], predict the reactants needed to synthesize it. The reactants are: Br[C:2]1[CH:3]=[C:4]2[C:8](=[C:9]([C:11]([NH2:13])=[O:12])[CH:10]=1)[NH:7][CH:6]=[C:5]2[CH:14]1[CH2:19][CH2:18][N:17]([S:20]([CH2:23][CH3:24])(=[O:22])=[O:21])[CH2:16][CH2:15]1.[CH:25]([C:27]1[CH:28]=[C:29](B(O)O)[CH:30]=[CH:31][CH:32]=1)=[O:26].C([O-])([O-])=O.[Cs+].[Cs+].